The task is: Regression. Given two drug SMILES strings and cell line genomic features, predict the synergy score measuring deviation from expected non-interaction effect.. This data is from NCI-60 drug combinations with 297,098 pairs across 59 cell lines. Drug 1: C1=C(C(=O)NC(=O)N1)N(CCCl)CCCl. Drug 2: CC1=C2C(C(=O)C3(C(CC4C(C3C(C(C2(C)C)(CC1OC(=O)C(C(C5=CC=CC=C5)NC(=O)OC(C)(C)C)O)O)OC(=O)C6=CC=CC=C6)(CO4)OC(=O)C)O)C)O. Cell line: ACHN. Synergy scores: CSS=60.8, Synergy_ZIP=-5.26, Synergy_Bliss=-2.20, Synergy_Loewe=-2.11, Synergy_HSA=0.101.